From a dataset of Reaction yield outcomes from USPTO patents with 853,638 reactions. Predict the reaction yield, written as a fraction of the theoretical maximum amount of product (1.0 means a 100% yield; for example, 0.34 means a 34% yield). (1) The reactants are C(S[C:9]1[CH:10]=[C:11]2[C:16](=[CH:17][CH:18]=1)[C:15]([C:19]1[CH:24]=[CH:23][C:22]([C:25]([F:28])([F:27])[F:26])=[CH:21][C:20]=1[O:29][CH3:30])=[N:14][N:13]=[CH:12]2)C1C=CC=CC=1.O.[Cl:32]N1C(C)(C)C(=O)N(Cl)C1=O.[O-:43][S:44]([O-:47])(=O)=O.[Mg+2]. The catalyst is CC#N.C(O)(=O)C.C(Cl)Cl. The product is [CH3:30][O:29][C:20]1[CH:21]=[C:22]([C:25]([F:26])([F:28])[F:27])[CH:23]=[CH:24][C:19]=1[C:15]1[C:16]2[C:11](=[CH:10][C:9]([S:44]([Cl:32])(=[O:47])=[O:43])=[CH:18][CH:17]=2)[CH:12]=[N:13][N:14]=1. The yield is 0.623. (2) The reactants are Br[C:2]1[CH:3]=[C:4]([C:8]2([C:19]3[CH:24]=[CH:23][C:22]([O:25][CH3:26])=[CH:21][CH:20]=3)[C:16]3[C:11](=[N:12][CH:13]=[C:14]([CH3:17])[CH:15]=3)[C:10]([NH2:18])=[N:9]2)[CH:5]=[CH:6][CH:7]=1.[N:27]1[CH:32]=[C:31](B(O)O)[CH:30]=[N:29][CH:28]=1. No catalyst specified. The product is [CH3:26][O:25][C:22]1[CH:21]=[CH:20][C:19]([C:8]2([C:4]3[CH:5]=[CH:6][CH:7]=[C:2]([C:31]4[CH:32]=[N:27][CH:28]=[N:29][CH:30]=4)[CH:3]=3)[C:16]3[C:11](=[N:12][CH:13]=[C:14]([CH3:17])[CH:15]=3)[C:10]([NH2:18])=[N:9]2)=[CH:24][CH:23]=1. The yield is 0.580. (3) The reactants are C[O:2][C:3]([C:5]1[CH:10]=[CH:9][C:8]([N+:11]([O-:13])=[O:12])=[C:7]([NH2:14])[N:6]=1)=O.[H-].[Al+3].[Li+].[H-].[H-].[H-].CCOC(C)=O.O. The catalyst is C1(C)C=CC=CC=1.C1COCC1. The product is [NH2:14][C:7]1[N:6]=[C:5]([CH2:3][OH:2])[CH:10]=[CH:9][C:8]=1[N+:11]([O-:13])=[O:12]. The yield is 0.170. (4) The reactants are [Cl:1][C:2]1[CH:3]=[C:4]([NH:8][C:9]2[NH:14][C:13](=O)[CH:12]=[CH:11][N:10]=2)[CH:5]=[CH:6][CH:7]=1.CN(C)C1C=CC=CC=1.P(Cl)(Cl)([Cl:27])=O.[OH-].[Na+]. The catalyst is C1(C)C=CC=CC=1. The product is [Cl:27][C:13]1[CH:12]=[CH:11][N:10]=[C:9]([NH:8][C:4]2[CH:5]=[CH:6][CH:7]=[C:2]([Cl:1])[CH:3]=2)[N:14]=1. The yield is 0.610. (5) The reactants are [N:1]1[CH:6]=[CH:5][CH:4]=[CH:3][C:2]=1[C:7]1[N:11]=[C:10]([C:12]2[CH:17]=[C:16]([C:18]#[N:19])[CH:15]=[C:14](Br)[CH:13]=2)[O:9][N:8]=1.C([Sn](CCCC)(CCCC)[C:26]1[CH:31]=[CH:30][CH:29]=[CH:28][N:27]=1)CCC. The catalyst is O1CCCC1.[Pd].C1(P(C2C=CC=CC=2)C2C=CC=CC=2)C=CC=CC=1.C1(P(C2C=CC=CC=2)C2C=CC=CC=2)C=CC=CC=1.C1(P(C2C=CC=CC=2)C2C=CC=CC=2)C=CC=CC=1.C1(P(C2C=CC=CC=2)C2C=CC=CC=2)C=CC=CC=1. The product is [N:1]1[CH:6]=[CH:5][CH:4]=[CH:3][C:2]=1[C:7]1[N:11]=[C:10]([C:12]2[CH:13]=[C:14]([C:26]3[CH:31]=[CH:30][CH:29]=[CH:28][N:27]=3)[CH:15]=[C:16]([C:18]#[N:19])[CH:17]=2)[O:9][N:8]=1. The yield is 0.220. (6) The reactants are [NH2:1][CH:2]1[CH2:7][CH2:6][C:5]([C:8]2[CH:9]=[C:10]([CH:16]=[CH:17][CH:18]=2)[C:11]([O:13][CH2:14][CH3:15])=[O:12])=[CH:4][CH2:3]1.[Cl:19][C:20]1[N:21]=[C:22]([C:27](O)=[O:28])[NH:23][C:24]=1[CH2:25][CH3:26].ON1C2C=CC=CC=2N=N1.Cl.C(N=C=NCCCN(C)C)C.C(N(CC)CC)C. The catalyst is CN(C)C(=O)C.ClCCl.O.C(O)(C(F)(F)F)=O.C(OCC)(=O)C. The product is [Cl:19][C:20]1[N:21]=[C:22]([C:27]([NH:1][CH:2]2[CH2:7][CH2:6][C:5]([C:8]3[CH:9]=[C:10]([CH:16]=[CH:17][CH:18]=3)[C:11]([O:13][CH2:14][CH3:15])=[O:12])=[CH:4][CH2:3]2)=[O:28])[NH:23][C:24]=1[CH2:25][CH3:26]. The yield is 0.760.